Dataset: Forward reaction prediction with 1.9M reactions from USPTO patents (1976-2016). Task: Predict the product of the given reaction. (1) Given the reactants OS(O)(=O)=O.[Cl:6][C:7]1[CH:16]=[CH:15][C:14]2[C:9](=[CH:10][CH:11]=[CH:12][CH:13]=2)[N:8]=1.[N+:17]([O-])([O-:19])=[O:18].[K+], predict the reaction product. The product is: [Cl:6][C:7]1[CH:16]=[CH:15][C:14]2[C:9](=[C:10]([N+:17]([O-:19])=[O:18])[CH:11]=[CH:12][CH:13]=2)[N:8]=1. (2) Given the reactants Cl[C:2]1[N:7]=[C:6]([NH:8][C@H:9]([CH2:13][CH3:14])[C:10]([NH2:12])=[O:11])[CH:5]=[N:4][C:3]=1[C:15]#[N:16].[N:17]1[CH:22]=[CH:21][C:20]([C:23]2[CH:29]=[CH:28][C:26]([NH2:27])=[CH:25][CH:24]=2)=[CH:19][CH:18]=1.C([O-])([O-])=O.[K+].[K+].C1C=CC(P(C2C(C3C(P(C4C=CC=CC=4)C4C=CC=CC=4)=CC=C4C=3C=CC=C4)=C3C(C=CC=C3)=CC=2)C2C=CC=CC=2)=CC=1, predict the reaction product. The product is: [C:15]([C:3]1[N:4]=[CH:5][C:6]([NH:8][C@H:9]([CH2:13][CH3:14])[C:10]([NH2:12])=[O:11])=[N:7][C:2]=1[NH:27][C:26]1[CH:25]=[CH:24][C:23]([C:20]2[CH:19]=[CH:18][N:17]=[CH:22][CH:21]=2)=[CH:29][CH:28]=1)#[N:16]. (3) Given the reactants Cl[CH2:2][CH2:3][CH2:4][S:5]([NH:8][C:9]1[CH:14]=[CH:13][C:12]([CH2:15][N:16]2[C:20]([CH3:21])=[C:19]([C:22]3[CH:27]=[CH:26][C:25]([C:28]#[N:29])=[C:24]([Cl:30])[CH:23]=3)[C:18]([CH3:31])=[N:17]2)=[CH:11][CH:10]=1)(=[O:7])=[O:6].[H-].[Na+].[Cl-].[NH4+], predict the reaction product. The product is: [Cl:30][C:24]1[CH:23]=[C:22]([C:19]2[C:18]([CH3:31])=[N:17][N:16]([CH2:15][C:12]3[CH:13]=[CH:14][C:9]([N:8]4[CH2:2][CH2:3][CH2:4][S:5]4(=[O:7])=[O:6])=[CH:10][CH:11]=3)[C:20]=2[CH3:21])[CH:27]=[CH:26][C:25]=1[C:28]#[N:29]. (4) Given the reactants C[O:2][C:3](=[O:38])[CH2:4][NH:5][CH2:6][CH2:7][C:8]1[CH:13]=[CH:12][C:11]([NH:14][C:15]([C:17]2[C:18]([C:23]3[CH:28]=[CH:27][C:26]([C:29]([F:32])([F:31])[F:30])=[CH:25][CH:24]=3)=[CH:19][CH:20]=[CH:21][CH:22]=2)=[O:16])=[C:10]([C:33](=[O:37])[N:34]([CH3:36])[CH3:35])[CH:9]=1.CO.[OH-].[Na+], predict the reaction product. The product is: [CH3:36][N:34]([CH3:35])[C:33]([C:10]1[CH:9]=[C:8]([CH:13]=[CH:12][C:11]=1[NH:14][C:15]([C:17]1[C:18]([C:23]2[CH:24]=[CH:25][C:26]([C:29]([F:30])([F:32])[F:31])=[CH:27][CH:28]=2)=[CH:19][CH:20]=[CH:21][CH:22]=1)=[O:16])[CH2:7][CH2:6][NH:5][CH2:4][C:3]([OH:38])=[O:2])=[O:37]. (5) Given the reactants [C@@H:1]12[CH2:6][C@@H:5]1[CH2:4][NH:3][C@@H:2]2[CH2:7][NH:8][C:9]([C:11]1[CH:12]=[CH:13][CH:14]=[C:15]2[O:19][CH:18]=[CH:17][C:16]=12)=[O:10].[CH3:20][C:21]1[C:30]([C:31]2[CH:36]=[CH:35][CH:34]=[CH:33][CH:32]=2)=[C:29]([C:37](O)=[O:38])[C:28]2[C:23](=[CH:24][CH:25]=[CH:26][CH:27]=2)[N:22]=1, predict the reaction product. The product is: [CH3:20][C:21]1[C:30]([C:31]2[CH:36]=[CH:35][CH:34]=[CH:33][CH:32]=2)=[C:29]([C:37]([N:3]2[CH2:4][C@@H:5]3[C@@H:1]([CH2:6]3)[C@H:2]2[CH2:7][NH:8][C:9]([C:11]2[CH:12]=[CH:13][CH:14]=[C:15]3[O:19][CH:18]=[CH:17][C:16]=23)=[O:10])=[O:38])[C:28]2[C:23](=[CH:24][CH:25]=[CH:26][CH:27]=2)[N:22]=1. (6) Given the reactants [CH3:1][O:2][C:3]1[CH:19]=[CH:18][C:6]2[N:7]3[CH:12]=[C:11]([C:13](OCC)=[O:14])[N:10]=[C:8]3[S:9][C:5]=2[CH:4]=1.[H-].[H-].[H-].[H-].[Li+].[Al+3], predict the reaction product. The product is: [CH3:1][O:2][C:3]1[CH:19]=[CH:18][C:6]2[N:7]3[CH:12]=[C:11]([CH2:13][OH:14])[N:10]=[C:8]3[S:9][C:5]=2[CH:4]=1. (7) Given the reactants [CH2:1]([O:8][C:9]1[CH:14]=[CH:13][C:12]([C:15]([C:20]2[CH:30]=[CH:29][C:23]([O:24][CH2:25][C:26]([OH:28])=O)=[C:22]([CH3:31])[CH:21]=2)([CH2:18][CH3:19])[CH2:16][CH3:17])=[CH:11][C:10]=1[CH3:32])[C:2]1[CH:7]=[CH:6][CH:5]=[CH:4][CH:3]=1.Cl.[CH3:34][N:35](C)[O:36][CH3:37], predict the reaction product. The product is: [CH2:1]([O:8][C:9]1[CH:14]=[CH:13][C:12]([C:15]([C:20]2[CH:30]=[CH:29][C:23]([O:24][CH2:25][C:26]([N:35]([O:36][CH3:37])[CH3:34])=[O:28])=[C:22]([CH3:31])[CH:21]=2)([CH2:16][CH3:17])[CH2:18][CH3:19])=[CH:11][C:10]=1[CH3:32])[C:2]1[CH:7]=[CH:6][CH:5]=[CH:4][CH:3]=1. (8) The product is: [CH3:2][O:3][C:4]1[CH:5]=[C:6]([CH:7]=[CH:8][CH:9]=1)[C:10]([NH:27][CH2:25][C:20]([C:19]1[CH:23]=[CH:24][C:16]([O:15][CH3:14])=[CH:17][CH:18]=1)=[O:21])=[O:13]. Given the reactants [Cl-].[CH3:2][O:3][C:4]1[CH:5]=[C:6]([C:10](=[O:13])C[NH3+])[CH:7]=[CH:8][CH:9]=1.[CH3:14][O:15][C:16]1[CH:24]=[CH:23][C:19]([C:20](Cl)=[O:21])=[CH:18][CH:17]=1.[CH2:25]([N:27](CC)CC)C, predict the reaction product. (9) Given the reactants [CH3:1][O:2][C:3]1[C:8]2[N:9]=[C:10]([NH2:12])[S:11][C:7]=2[C:6]([C:13]2[NH:17][N:16]=[N:15][N:14]=2)=[CH:5][CH:4]=1.[F:18][C:19]1[CH:27]=[CH:26][C:22]([C:23](Cl)=[O:24])=[CH:21][CH:20]=1, predict the reaction product. The product is: [F:18][C:19]1[CH:27]=[CH:26][C:22]([C:23]([NH:12][C:10]2[S:11][C:7]3[C:6]([C:13]4[NH:14][N:15]=[N:16][N:17]=4)=[CH:5][CH:4]=[C:3]([O:2][CH3:1])[C:8]=3[N:9]=2)=[O:24])=[CH:21][CH:20]=1. (10) Given the reactants [F:1][C:2]1[CH:3]=[CH:4][C:5]([O:40][CH3:41])=[C:6]([C:8]2[CH:13]=[CH:12][N:11]=[C:10]3[N:14](S(C4C=CC=CC=4)(=O)=O)[C:15]([C:17]4[CH2:22][CH2:21][CH:20]([NH:23][C:24](=[O:30])[O:25][C:26]([CH3:29])([CH3:28])[CH3:27])[CH2:19][CH:18]=4)=[CH:16][C:9]=23)[CH:7]=1.[OH-].[Na+], predict the reaction product. The product is: [F:1][C:2]1[CH:3]=[CH:4][C:5]([O:40][CH3:41])=[C:6]([C:8]2[CH:13]=[CH:12][N:11]=[C:10]3[NH:14][C:15]([C:17]4[CH2:22][CH2:21][CH:20]([NH:23][C:24](=[O:30])[O:25][C:26]([CH3:27])([CH3:28])[CH3:29])[CH2:19][CH:18]=4)=[CH:16][C:9]=23)[CH:7]=1.